Predict the product of the given reaction. From a dataset of Forward reaction prediction with 1.9M reactions from USPTO patents (1976-2016). The product is: [CH:9]1([S:16]([C:1]([CH3:4])([CH3:3])[CH3:2])(=[O:18])=[O:15])[CH2:12][CH2:11][CH2:10]1. Given the reactants [C:1](S)([CH3:4])([CH3:3])[CH3:2].C[O-].[Na+].[CH:9]1(Br)[CH2:12][CH2:11][CH2:10]1.O[O:15][S:16]([O-:18])=O.[K+], predict the reaction product.